This data is from NCI-60 drug combinations with 297,098 pairs across 59 cell lines. The task is: Regression. Given two drug SMILES strings and cell line genomic features, predict the synergy score measuring deviation from expected non-interaction effect. (1) Drug 1: C1=C(C(=O)NC(=O)N1)N(CCCl)CCCl. Drug 2: CCC1(CC2CC(C3=C(CCN(C2)C1)C4=CC=CC=C4N3)(C5=C(C=C6C(=C5)C78CCN9C7C(C=CC9)(C(C(C8N6C)(C(=O)OC)O)OC(=O)C)CC)OC)C(=O)OC)O.OS(=O)(=O)O. Cell line: IGROV1. Synergy scores: CSS=38.6, Synergy_ZIP=-6.63, Synergy_Bliss=-1.10, Synergy_Loewe=2.15, Synergy_HSA=3.09. (2) Drug 1: CNC(=O)C1=NC=CC(=C1)OC2=CC=C(C=C2)NC(=O)NC3=CC(=C(C=C3)Cl)C(F)(F)F. Drug 2: C1C(C(OC1N2C=NC3=C2NC=NCC3O)CO)O. Cell line: HT29. Synergy scores: CSS=5.82, Synergy_ZIP=2.22, Synergy_Bliss=6.91, Synergy_Loewe=4.61, Synergy_HSA=2.66.